This data is from Reaction yield outcomes from USPTO patents with 853,638 reactions. The task is: Predict the reaction yield, written as a fraction of the theoretical maximum amount of product (1.0 means a 100% yield; for example, 0.34 means a 34% yield). (1) The reactants are [O:1]=[C:2]1[C:11]2[CH:12]=[CH:13][S:14][C:10]=2[C:9]2[CH:8]=[CH:7][C:6]([C:15](O)=[O:16])=[CH:5][C:4]=2[NH:3]1.[H-].[H-].[H-].[H-].[Li+].[Al+3].O.CO. The catalyst is O1CCOCC1.C(Cl)Cl. The product is [OH:16][CH2:15][C:6]1[CH:7]=[CH:8][C:9]2[C:10]3[S:14][CH:13]=[CH:12][C:11]=3[C:2](=[O:1])[NH:3][C:4]=2[CH:5]=1. The yield is 0.340. (2) The reactants are [Cl-].O[NH3+:3].[C:4](=[O:7])([O-])[OH:5].[Na+].CS(C)=O.[CH3:13][O:14][C:15]1[CH:16]=[C:17]([N:21]2[C:26](=[O:27])[C:25]([CH2:28][C:29]3[CH:34]=[CH:33][C:32]([C:35]4[C:36]([C:41]#[N:42])=[CH:37][CH:38]=[CH:39][CH:40]=4)=[CH:31][CH:30]=3)=[C:24]([CH2:43][CH2:44][CH3:45])[N:23]3[N:46]=[CH:47][N:48]=[C:22]23)[CH:18]=[CH:19][CH:20]=1. The catalyst is C(OCC)(=O)C. The product is [CH3:13][O:14][C:15]1[CH:16]=[C:17]([N:21]2[C:26](=[O:27])[C:25]([CH2:28][C:29]3[CH:34]=[CH:33][C:32]([C:35]4[CH:40]=[CH:39][CH:38]=[CH:37][C:36]=4[C:41]4[NH:3][C:4](=[O:7])[O:5][N:42]=4)=[CH:31][CH:30]=3)=[C:24]([CH2:43][CH2:44][CH3:45])[N:23]3[N:46]=[CH:47][N:48]=[C:22]23)[CH:18]=[CH:19][CH:20]=1. The yield is 0.460. (3) The reactants are C([O:3][C:4](=O)[CH2:5][CH2:6][CH2:7][CH2:8][CH2:9]I)C.C(OC(=O)CCCCCCI)C.[CH3:24][O:25][C:26]1[CH:34]=[CH:33][C:29]([C:30](Cl)=[O:31])=[CH:28][CH:27]=1.C(Cl)(=O)C1C=CC=CC=1.[NH2:44][OH:45].Cl. The catalyst is C(N(CC)CC)C. The product is [OH:45][NH:44][C:4](=[O:3])[CH2:5][CH2:6][CH2:7][CH2:8][CH2:9][C:30](=[O:31])[C:29]1[CH:33]=[CH:34][C:26]([O:25][CH3:24])=[CH:27][CH:28]=1. The yield is 0.540. (4) The reactants are [OH:1][C:2]1[CH:3]=[C:4]([C@H:8]2[CH2:12][C:11]3([CH2:17][CH2:16][N:15]([C:18]([O:20][C:21]([CH3:24])([CH3:23])[CH3:22])=[O:19])[CH2:14][CH2:13]3)[O:10][CH2:9]2)[CH:5]=[CH:6][CH:7]=1.N1C=CC=CC=1.[F:31][C:32]([F:45])([F:44])[S:33](O[S:33]([C:32]([F:45])([F:44])[F:31])(=[O:35])=[O:34])(=[O:35])=[O:34]. The catalyst is C(Cl)Cl. The product is [F:31][C:32]([F:45])([F:44])[S:33]([O:1][C:2]1[CH:3]=[C:4]([C@H:8]2[CH2:12][C:11]3([CH2:17][CH2:16][N:15]([C:18]([O:20][C:21]([CH3:24])([CH3:23])[CH3:22])=[O:19])[CH2:14][CH2:13]3)[O:10][CH2:9]2)[CH:5]=[CH:6][CH:7]=1)(=[O:35])=[O:34]. The yield is 0.950. (5) The reactants are [F:1][C:2]1[CH:7]=[C:6]([F:8])[CH:5]=[CH:4][C:3]=1[C:9](=O)[CH2:10][C:11]([O:13]CC)=O.CC1C=CC(S(O)(=O)=O)=CC=1.[N:28]1[CH:33]=[CH:32][CH:31]=[CH:30][C:29]=1[C:34]1[C:35]([NH2:40])=[N:36][NH:37][C:38]=1[NH2:39]. The catalyst is CCCCO. The product is [NH2:40][C:35]1[C:34]([C:29]2[CH:30]=[CH:31][CH:32]=[CH:33][N:28]=2)=[C:38]2[NH:39][C:9]([C:3]3[CH:4]=[CH:5][C:6]([F:8])=[CH:7][C:2]=3[F:1])=[CH:10][C:11](=[O:13])[N:37]2[N:36]=1. The yield is 0.100. (6) The reactants are Cl[C:2]1[C:7]([O:8][CH3:9])=[C:6]([Cl:10])[N:5]=[CH:4][N:3]=1.[OH:11][CH:12]1[CH2:17][CH2:16][N:15]([C:18]([O:20][CH:21]([CH3:23])[CH3:22])=[O:19])[CH2:14][CH2:13]1.C[Si]([N-][Si](C)(C)C)(C)C.[Na+].O1CCCC1. The catalyst is O1CCOCC1. The product is [Cl:10][C:6]1[N:5]=[CH:4][N:3]=[C:2]([O:11][CH:12]2[CH2:13][CH2:14][N:15]([C:18]([O:20][CH:21]([CH3:23])[CH3:22])=[O:19])[CH2:16][CH2:17]2)[C:7]=1[O:8][CH3:9]. The yield is 0.590.